From a dataset of Reaction yield outcomes from USPTO patents with 853,638 reactions. Predict the reaction yield, written as a fraction of the theoretical maximum amount of product (1.0 means a 100% yield; for example, 0.34 means a 34% yield). (1) The reactants are [C:1]1([CH:8]=[CH:7][CH:6]=[C:4]([OH:5])[CH:3]=1)[OH:2].Cl[C:10]1[N:15]=[C:14]([C:16]2[CH:21]=[CH:20][C:19]([CH3:22])=[C:18]([CH3:23])[CH:17]=2)[N:13]=[C:12]([C:24]2[CH:29]=[CH:28][C:27]([CH3:30])=[C:26]([CH3:31])[CH:25]=2)[N:11]=1. No catalyst specified. The product is [OH:2][C:1]1[CH:3]=[C:4]([OH:5])[CH:6]=[CH:7][C:8]=1[C:10]1[N:15]=[C:14]([C:16]2[CH:21]=[CH:20][C:19]([CH3:22])=[C:18]([CH3:23])[CH:17]=2)[N:13]=[C:12]([C:24]2[CH:29]=[CH:28][C:27]([CH3:30])=[C:26]([CH3:31])[CH:25]=2)[N:11]=1. The yield is 0.830. (2) The reactants are [Cl-].O[NH3+].[C:4](=[O:7])([O-])[OH:5].[Na+].[CH:9]1([C:12]2[S:49][C:15]3[N:16]([CH2:34][C:35]4[CH:40]=[CH:39][C:38]([C:41]5[C:42]([C:47]#[N:48])=[CH:43][CH:44]=[CH:45][CH:46]=5)=[CH:37][CH:36]=4)[C:17](=[O:33])[N:18]([CH2:21][C:22]([C:24]4[CH:29]=[CH:28][C:27]([F:30])=[CH:26][C:25]=4[O:31][CH3:32])=[O:23])[C:19](=[O:20])[C:14]=3[CH:13]=2)[CH2:11][CH2:10]1.[N:50]12CCCN=C1CCCCC2. The catalyst is C(Cl)(Cl)Cl.C(Cl)Cl.CS(C)=O. The product is [CH:9]1([C:12]2[S:49][C:15]3[N:16]([CH2:34][C:35]4[CH:40]=[CH:39][C:38]([C:41]5[CH:46]=[CH:45][CH:44]=[CH:43][C:42]=5[C:47]5[NH:50][C:4](=[O:7])[O:5][N:48]=5)=[CH:37][CH:36]=4)[C:17](=[O:33])[N:18]([CH2:21][C:22]([C:24]4[CH:29]=[CH:28][C:27]([F:30])=[CH:26][C:25]=4[O:31][CH3:32])=[O:23])[C:19](=[O:20])[C:14]=3[CH:13]=2)[CH2:11][CH2:10]1. The yield is 0.150. (3) The reactants are [F:1][C:2]1[CH:3]=[CH:4][C:5]([CH2:8]O)=[N:6][CH:7]=1.S(Cl)([Cl:12])=O. The catalyst is C(Cl)Cl. The product is [Cl:12][CH2:8][C:5]1[CH:4]=[CH:3][C:2]([F:1])=[CH:7][N:6]=1. The yield is 0.700. (4) The reactants are O.[C:2]1([CH3:12])[CH:7]=CC(S(O)(=O)=O)=C[CH:3]=1.[CH3:13][O:14][C:15]1[CH:16]=[C:17]([CH:30]=[CH:31][C:32]=1[O:33][CH3:34])[C:18]([C:20]1[NH:24][N:23]=[N:22][C:21]=1[C:25]([O:27][CH2:28][CH3:29])=[O:26])=[O:19].C(N1C=CN=C1)(N1C=CN=C1)=O.FC(F)(F)[C:49]([OH:51])=[O:50].[CH:54]([OH:57])([CH3:56])[CH3:55]. The catalyst is C(Cl)Cl. The product is [CH3:13][O:14][C:15]1[CH:16]=[C:17]([CH:30]=[CH:31][C:32]=1[O:33][CH3:34])[C:18]([C:20]1[C:21]([C:25]([O:27][CH2:28][CH3:29])=[O:26])=[N:22][N:23]([CH:7]([O:51][C:49]([O:57][CH:54]([CH3:56])[CH3:55])=[O:50])[CH:2]([CH3:3])[CH3:12])[N:24]=1)=[O:19]. The yield is 0.934.